From a dataset of Catalyst prediction with 721,799 reactions and 888 catalyst types from USPTO. Predict which catalyst facilitates the given reaction. (1) Reactant: C1(COC([NH:11][CH2:12][C:13]2[NH:17][C:16]3[CH:18]=[CH:19][CH:20]=[C:21]([N:22]4[CH2:27][CH2:26][N:25]([C:28]([O:30][C:31]([CH3:34])([CH3:33])[CH3:32])=[O:29])[CH2:24][CH2:23]4)[C:15]=3[N:14]=2)=O)C=CC=CC=1.[H][H]. Product: [NH2:11][CH2:12][C:13]1[NH:17][C:16]2[CH:18]=[CH:19][CH:20]=[C:21]([N:22]3[CH2:27][CH2:26][N:25]([C:28]([O:30][C:31]([CH3:34])([CH3:33])[CH3:32])=[O:29])[CH2:24][CH2:23]3)[C:15]=2[N:14]=1. The catalyst class is: 29. (2) Reactant: [Cl:1][C:2]1[CH:3]=[C:4]([C@H:8]([O:36][CH2:37][CH2:38][CH2:39][C:40]([NH:42][CH3:43])=[O:41])[C@@H:9]2[CH2:14][CH2:13][CH2:12][N:11]([C:15]([NH:17][C@@H:18]([CH2:29][CH:30]3[CH2:35][CH2:34][CH2:33][CH2:32][CH2:31]3)[CH2:19][N:20](C)[C:21](=O)OC(C)(C)C)=[O:16])[CH2:10]2)[CH:5]=[CH:6][CH:7]=1.C(=O)(O)[O-].[Na+]. Product: [Cl:1][C:2]1[CH:3]=[C:4]([C@H:8]([O:36][CH2:37][CH2:38][CH2:39][C:40]([NH:42][CH3:43])=[O:41])[C@@H:9]2[CH2:14][CH2:13][CH2:12][N:11]([C:15]([NH:17][C@H:18]([CH2:19][NH:20][CH3:21])[CH2:29][CH:30]3[CH2:31][CH2:32][CH2:33][CH2:34][CH2:35]3)=[O:16])[CH2:10]2)[CH:5]=[CH:6][CH:7]=1. The catalyst class is: 137. (3) Reactant: [C:1]1(=[N:7][OH:8])CCC[CH2:3][CH2:2]1.[N+:9]([C:12]1[CH:20]=[CH:19][C:15]([C:16]([OH:18])=O)=[CH:14][CH:13]=1)([O-:11])=[O:10].O. Product: [N:7]([CH:1]([O:18][CH2:16][C:15]1[CH:14]=[CH:13][C:12]([N+:9]([O-:11])=[O:10])=[CH:20][CH:19]=1)[CH2:2][CH3:3])=[O:8]. The catalyst class is: 2. (4) Reactant: [C:1]([O:9]/[C:10](/[C:32]([O:34][CH3:35])=[O:33])=[CH:11]\[C:12]1[CH:17]=[CH:16][C:15]([NH:18][C:19]([O:21][C:22]([CH3:25])([CH3:24])[CH3:23])=[O:20])=[C:14]([CH3:26])[C:13]=1[CH2:27][O:28][C:29](=[O:31])[CH3:30])(=[O:8])[C:2]1[CH:7]=[CH:6][CH:5]=[CH:4][CH:3]=1.[H][H]. Product: [C:1]([O:9][C@H:10]([CH2:11][C:12]1[CH:17]=[CH:16][C:15]([NH:18][C:19]([O:21][C:22]([CH3:25])([CH3:23])[CH3:24])=[O:20])=[C:14]([CH3:26])[C:13]=1[CH2:27][O:28][C:29](=[O:31])[CH3:30])[C:32]([O:34][CH3:35])=[O:33])(=[O:8])[C:2]1[CH:7]=[CH:6][CH:5]=[CH:4][CH:3]=1. The catalyst class is: 4. (5) Reactant: Br[C:2]1[CH:3]=[C:4]([CH3:17])[C:5]([N:8]2[CH:12]=[C:11]([C:13]([F:16])([F:15])[F:14])[CH:10]=[N:9]2)=[N:6][CH:7]=1.C(P(C(C)(C)C)C1C=CC=CC=1C1C(C(C)C)=CC(C(C)C)=CC=1C(C)C)(C)(C)C.[OH-:48].[K+]. Product: [CH3:17][C:4]1[CH:3]=[C:2]([OH:48])[CH:7]=[N:6][C:5]=1[N:8]1[CH:12]=[C:11]([C:13]([F:16])([F:15])[F:14])[CH:10]=[N:9]1. The catalyst class is: 62. (6) Reactant: [CH2:1]([O:3][C:4]1[CH:10]=[CH:9][C:7]([NH2:8])=[CH:6][C:5]=1[F:11])[CH3:2].CCN(C(C)C)C(C)C.[C:21](OC(=O)C)(=[O:23])[CH3:22]. Product: [CH2:1]([O:3][C:4]1[CH:10]=[CH:9][C:7]([NH:8][C:21](=[O:23])[CH3:22])=[CH:6][C:5]=1[F:11])[CH3:2]. The catalyst class is: 64. (7) Reactant: CC1(C)[O:6][C@H:5]2[C@H:7]([N:28]3[CH:36]=[N:35][C:34]4[C:29]3=[N:30][CH:31]=[N:32][C:33]=4[NH:37][CH2:38][CH2:39][CH2:40][C:41]3[CH:46]=[CH:45][CH:44]=[CH:43][CH:42]=3)[O:8][C@H:9]([CH2:10][S:11][C@@H:12]3[CH2:16][N:15](C(OC(C)(C)C)=O)[C@H:14]([C:24]([O:26]C)=[O:25])[CH2:13]3)[C@H:4]2[O:3]1.[OH-].[K+].C1COCC1. Product: [OH:3][C@H:4]1[C@@H:5]([OH:6])[C@H:7]([N:28]2[CH:36]=[N:35][C:34]3[C:29]2=[N:30][CH:31]=[N:32][C:33]=3[NH:37][CH2:38][CH2:39][CH2:40][C:41]2[CH:42]=[CH:43][CH:44]=[CH:45][CH:46]=2)[O:8][C@@H:9]1[CH2:10][S:11][C@@H:12]1[CH2:16][NH:15][C@H:14]([C:24]([OH:26])=[O:25])[CH2:13]1. The catalyst class is: 6. (8) Reactant: [C:1]1([C:7]2[N:12]=[C:11]([C:13]([OH:15])=O)[CH:10]=[CH:9][CH:8]=2)[CH:6]=[CH:5][CH:4]=[CH:3][CH:2]=1.S(Cl)([Cl:18])=O. Product: [C:1]1([C:7]2[N:12]=[C:11]([C:13]([Cl:18])=[O:15])[CH:10]=[CH:9][CH:8]=2)[CH:6]=[CH:5][CH:4]=[CH:3][CH:2]=1. The catalyst class is: 11. (9) Reactant: [Li+].C[Si]([N-][Si](C)(C)C)(C)C.[Cl:11][C:12]1[C:20]2[CH:19]=[C:18]([C:21](=[O:23])[CH3:22])[S:17][C:16]=2[CH:15]=[CH:14][CH:13]=1.[Cl:24][C:25]1[CH:26]=[C:27]([C:32](=[O:37])[C:33]([F:36])([F:35])[F:34])[CH:28]=[C:29]([Cl:31])[CH:30]=1. Product: [Cl:11][C:12]1[C:20]2[CH:19]=[C:18]([C:21](=[O:23])[CH2:22][C:32]([C:27]3[CH:28]=[C:29]([Cl:31])[CH:30]=[C:25]([Cl:24])[CH:26]=3)([OH:37])[C:33]([F:36])([F:35])[F:34])[S:17][C:16]=2[CH:15]=[CH:14][CH:13]=1. The catalyst class is: 1.